Predict the reactants needed to synthesize the given product. From a dataset of Full USPTO retrosynthesis dataset with 1.9M reactions from patents (1976-2016). (1) Given the product [Br:7][C:8]1[CH:16]=[CH:15][C:11]([C:12]([OH:14])=[O:13])=[C:10]([S:6][CH:4]([CH3:5])[CH3:3])[CH:9]=1, predict the reactants needed to synthesize it. The reactants are: [H-].[Na+].[CH3:3][CH:4]([SH:6])[CH3:5].[Br:7][C:8]1[CH:16]=[CH:15][C:11]([C:12]([OH:14])=[O:13])=[C:10](F)[CH:9]=1.O. (2) Given the product [Br:1][C:2]1[C:3]([OH:21])=[CH:4][C:5]2[C:10]([CH:11]=1)=[CH:9][C:8]([C:12]1[CH:13]=[CH:14][C:15]([OH:18])=[CH:16][CH:17]=1)=[CH:7][C:6]=2[Cl:20], predict the reactants needed to synthesize it. The reactants are: [Br:1][C:2]1[C:3]([OH:21])=[CH:4][C:5]2[C:10]([CH:11]=1)=[CH:9][C:8]([C:12]1[CH:17]=[CH:16][C:15]([O:18]C)=[CH:14][CH:13]=1)=[CH:7][C:6]=2[Cl:20].B(Br)(Br)Br. (3) Given the product [ClH:32].[ClH:32].[CH3:29][C:27]1[CH:26]=[N:25][N:24]([C:20]2[CH:19]=[C:18]3[C:23](=[CH:22][CH:21]=2)[C@H:15]([N:13]2[CH2:14][C:11]4([CH2:30][CH2:31][NH:8][CH2:9][CH2:10]4)[CH2:12]2)[CH2:16][CH2:17]3)[CH:28]=1, predict the reactants needed to synthesize it. The reactants are: C(OC([N:8]1[CH2:31][CH2:30][C:11]2([CH2:14][N:13]([C@H:15]3[C:23]4[C:18](=[CH:19][C:20]([N:24]5[CH:28]=[C:27]([CH3:29])[CH:26]=[N:25]5)=[CH:21][CH:22]=4)[CH2:17][CH2:16]3)[CH2:12]2)[CH2:10][CH2:9]1)=O)(C)(C)C.[ClH:32]. (4) The reactants are: C(OC([N:8]1[C:16]2[C:11](=[CH:12][CH:13]=[C:14]([Cl:17])[CH:15]=2)/[C:10](=[CH:18]/[C:19]2[CH:24]=[CH:23][CH:22]=[C:21]([Cl:25])[CH:20]=2)/[C:9]1=[O:26])=O)(C)(C)C.C([Si](C)(C)[O:32][C@@H:33]1[CH2:38][CH2:37][C@H:36]([O:39][C:40]2[CH:45]=[CH:44][C:43]([Cl:46])=[CH:42][C:41]=2[CH:47]=[N:48][C:49]([O:51][Si](C)(C)C)=[CH2:50])[CH2:35][CH2:34]1)(C)(C)C. Given the product [Cl:17][C:14]1[CH:15]=[C:16]2[NH:8][C:9](=[O:26])[C:10]3([CH:18]([C:19]4[CH:24]=[CH:23][CH:22]=[C:21]([Cl:25])[CH:20]=4)[CH2:51][C:49](=[O:50])[NH:48][CH:47]3[C:41]3[CH:42]=[C:43]([Cl:46])[CH:44]=[CH:45][C:40]=3[O:39][C@H:36]3[CH2:35][CH2:34][C@@H:33]([OH:32])[CH2:38][CH2:37]3)[C:11]2=[CH:12][CH:13]=1, predict the reactants needed to synthesize it. (5) Given the product [OH:14][C:15]1([C:2]#[C:1][C:3]2[CH:8]=[CH:7][CH:6]=[CH:5][CH:4]=2)[CH2:16][CH2:17][N:18]([C:21]([O:23][C:24]([CH3:27])([CH3:26])[CH3:25])=[O:22])[CH2:19][CH2:20]1, predict the reactants needed to synthesize it. The reactants are: [C:1]([C:3]1[CH:8]=[CH:7][CH:6]=[CH:5][CH:4]=1)#[CH:2].C([Li])CCC.[O:14]=[C:15]1[CH2:20][CH2:19][N:18]([C:21]([O:23][C:24]([CH3:27])([CH3:26])[CH3:25])=[O:22])[CH2:17][CH2:16]1.[Cl-].[NH4+]. (6) Given the product [N+:12]([C:15]1[CH:21]=[CH:20][CH:19]=[CH:18][C:16]=1[NH:17][C:2]1[CH:7]=[CH:6][CH:5]=[CH:4][C:3]=1[CH2:8][C:9]([OH:11])=[O:10])([O-:14])=[O:13], predict the reactants needed to synthesize it. The reactants are: Br[C:2]1[CH:7]=[CH:6][CH:5]=[CH:4][C:3]=1[CH2:8][C:9]([OH:11])=[O:10].[N+:12]([C:15]1[CH:21]=[CH:20][CH:19]=[CH:18][C:16]=1[NH2:17])([O-:14])=[O:13]. (7) Given the product [Cl:2][C:3]1[N:4]=[C:5]([N:12]2[CH2:17][CH2:16][O:15][CH2:14][C@@H:13]2[CH3:18])[C:6]2[CH2:11][N:10]([C:20]([O:22][CH2:23][CH3:24])=[O:21])[CH2:9][C:7]=2[N:8]=1, predict the reactants needed to synthesize it. The reactants are: Cl.[Cl:2][C:3]1[N:4]=[C:5]([N:12]2[CH2:17][CH2:16][O:15][CH2:14][C@@H:13]2[CH3:18])[C:6]2[CH2:11][NH:10][CH2:9][C:7]=2[N:8]=1.Cl[C:20]([O:22][CH2:23][CH3:24])=[O:21].C([O-])(O)=O.[Na+].